From a dataset of Forward reaction prediction with 1.9M reactions from USPTO patents (1976-2016). Predict the product of the given reaction. The product is: [C:1]([NH:4][C:5]1[CH:14]=[C:13]2[C:8]([CH:9]=[CH:10][N:11]3[C:17]([C:18]([OH:20])=[O:19])=[C:16]([C:22]4[CH:27]=[CH:26][C:25]([Cl:28])=[CH:24][C:23]=4[Cl:29])[N:15]=[C:12]32)=[CH:7][N:6]=1)(=[O:3])[CH3:2]. Given the reactants [C:1]([NH:4][C:5]1[CH:14]=[C:13]2[C:8]([CH:9]=[CH:10][N:11]3[C:17]([C:18]([O:20]C)=[O:19])=[C:16]([C:22]4[CH:27]=[CH:26][C:25]([Cl:28])=[CH:24][C:23]=4[Cl:29])[N:15]=[C:12]32)=[CH:7][N:6]=1)(=[O:3])[CH3:2].[OH-].[Na+].Cl.CCOC(C)=O, predict the reaction product.